Dataset: Experimentally validated miRNA-target interactions with 360,000+ pairs, plus equal number of negative samples. Task: Binary Classification. Given a miRNA mature sequence and a target amino acid sequence, predict their likelihood of interaction. (1) The miRNA is hsa-miR-3183 with sequence GCCUCUCUCGGAGUCGCUCGGA. The protein sequence of the target gene is MAAAMIWWPRFLLLLCLTCKGSTFYVPGVAPINFHQNDPVEIKAVKLTSSRTQLPYEYYSLPFCQPIKITYKAENLGEVLRGDRIVNTPFQVLMNSEKKCEVLCNQSNKPITLTVEQSRLVAERITEEYYVHLIADNLPVATRLELYSSNRDSDDKKKEKDVQFEHGYRLGFTDVNKIYLHNHLSFILYYHREDMEEDQEHTYRVVRFEVIPQSIRLEDLKTGEKSSCTLPEGANSLPQEIDPTKENQLYFTYSVHWEESDIKWASRWDTYLTMSDVQIHWFSIINSVVVVFFLSGILSM.... Result: 0 (no interaction). (2) The miRNA is mmu-miR-132-3p with sequence UAACAGUCUACAGCCAUGGUCG. The protein sequence of the target gene is MPRSFLVKKVKLDTFSSADLDSSYGRARSDLGVRLQDKGYLSDYVGPASVYDGDAEAALLKGPSPEPMYAAAVRGELGPAASGSAPPPTPRPELATAAGGYINGDAAVSEGYAADAFFITDGRSRRKAANANAAAAPSTASVAAPDSDAGGGGGPGTRGSGSGSASRGGTRVGAGTEARAGSGATGAGGRHACGECGKTYATSSNLSRHKQTHRSLDSQLARRCPTCGKVYVSMPAMAMHLLTHDLRHKCGVCGKAFSRPWLLQGHMRSHTGEKPFGCAHCGKAFADRSNLRAHMQTHSA.... Result: 0 (no interaction). (3) The miRNA is hsa-miR-663b with sequence GGUGGCCCGGCCGUGCCUGAGG. The protein sequence of the target gene is MSESSSKSSQPLASKQEKDGTEKRGRGRPRKQPPVSPGTALVGSQKEPSEVPTPKRPRGRPKGSKNKGAAKTRKTTTTPGRKPRGRPKKLEKEEEEGISQESSEEEQ. Result: 1 (interaction). (4) The miRNA is hsa-miR-3161 with sequence CUGAUAAGAACAGAGGCCCAGAU. The protein sequence of the target gene is MVKLLVAKILCMVGVFFFMLLGSLLPVKIIETDFEKAHRSKKILSLCNTFGGGVFLATCFNALLPAVREKLQKVLSLGHISTDYPLAETILLLGFFMTVFLEQLILTFRKEKPSFIDLETFNAGSDVGSDSEYESPFMGGARGHALYVEPHGHGPSLSVQGLSRASPVRLLSLAFALSAHSVFEGLALGLQEEGEKVVSLFVGVAVHETLVAVALGISMARSAMPLRDAAKLAVTVSAMIPLGIGLGLGIESAQGVPGSVASVLLQGLAGGTFLFITFLEILAKELEEKSDRLLKVLFLV.... Result: 0 (no interaction).